From a dataset of Reaction yield outcomes from USPTO patents with 853,638 reactions. Predict the reaction yield, written as a fraction of the theoretical maximum amount of product (1.0 means a 100% yield; for example, 0.34 means a 34% yield). (1) The reactants are [Cl:1][C:2]1[CH:3]=[C:4]([C:9]2[CH:14]=[CH:13][CH:12]=[C:11]([CH:15]([C:30]3([OH:36])[CH2:35][CH2:34][CH2:33][CH2:32][CH2:31]3)[CH2:16][N:17]3[CH2:22][CH2:21][N:20](C(OC(C)(C)C)=O)[CH2:19][CH2:18]3)[CH:10]=2)[CH:5]=[CH:6][C:7]=1[Cl:8].[ClH:37].CO. The catalyst is C(OCC)C. The product is [ClH:1].[ClH:37].[Cl:1][C:2]1[CH:3]=[C:4]([C:9]2[CH:14]=[CH:13][CH:12]=[C:11]([CH:15]([C:30]3([OH:36])[CH2:31][CH2:32][CH2:33][CH2:34][CH2:35]3)[CH2:16][N:17]3[CH2:22][CH2:21][NH:20][CH2:19][CH2:18]3)[CH:10]=2)[CH:5]=[CH:6][C:7]=1[Cl:8]. The yield is 0.810. (2) The reactants are [F:1][C:2]1[CH:9]=[CH:8][C:5]([C:6]#[N:7])=[CH:4][CH:3]=1.[C:10](#[N:12])[CH3:11].CC(C)([O-])C.[K+]. The catalyst is C1(C)C=CC=CC=1. The product is [NH2:7][C:6]([C:5]1[CH:8]=[CH:9][C:2]([F:1])=[CH:3][CH:4]=1)=[CH:11][C:10]#[N:12]. The yield is 0.930. (3) The reactants are O=P(Cl)(Cl)[Cl:3].[CH3:6][C@H:7]1[C:15]2[C:14](O)=[N:13][CH:12]=[N:11][C:10]=2[CH2:9][CH2:8]1. The catalyst is ClCCCl. The product is [Cl:3][C:14]1[C:15]2[C@H:7]([CH3:6])[CH2:8][CH2:9][C:10]=2[N:11]=[CH:12][N:13]=1. The yield is 0.611.